This data is from Forward reaction prediction with 1.9M reactions from USPTO patents (1976-2016). The task is: Predict the product of the given reaction. (1) Given the reactants [N:1]([CH2:4][C:5]([O:7]CC)=O)=[C:2]=[O:3].C(N(CC)C(C)C)(C)C.[Br:19][C:20]1[CH:26]=[C:25]([CH3:27])[C:23]([NH2:24])=[C:22]([CH3:28])[CH:21]=1.C1CCN2C(=NCCC2)CC1, predict the reaction product. The product is: [Br:19][C:20]1[CH:26]=[C:25]([CH3:27])[C:23]([N:24]2[C:5](=[O:7])[CH2:4][NH:1][C:2]2=[O:3])=[C:22]([CH3:28])[CH:21]=1. (2) Given the reactants [C:1]1([S:7]([N:10]2[CH2:14][CH2:13][CH2:12][CH:11]2/[CH:15]=[CH:16]/[C:17]2[CH:22]=[CH:21][C:20]([N:23]3[S:27](=[O:29])(=[O:28])[N:26](CC[Si](C)(C)C)[C:25](=[O:36])[CH2:24]3)=[C:19]([O:37][CH2:38][C:39]3[CH:44]=[CH:43][CH:42]=[CH:41][CH:40]=3)[CH:18]=2)(=[O:9])=[O:8])[CH:6]=[CH:5][CH:4]=[CH:3][CH:2]=1.CCCC[N+](CCCC)(CCCC)CCCC.[F-].Cl, predict the reaction product. The product is: [C:1]1([S:7]([N:10]2[CH2:14][CH2:13][CH2:12][CH:11]2/[CH:15]=[CH:16]/[C:17]2[CH:22]=[CH:21][C:20]([N:23]3[S:27](=[O:29])(=[O:28])[NH:26][C:25](=[O:36])[CH2:24]3)=[C:19]([O:37][CH2:38][C:39]3[CH:44]=[CH:43][CH:42]=[CH:41][CH:40]=3)[CH:18]=2)(=[O:9])=[O:8])[CH:2]=[CH:3][CH:4]=[CH:5][CH:6]=1. (3) Given the reactants Cl[C:2]1[C:12]2[CH:11]=[C:10]([C:13]([O:15][CH3:16])=[O:14])[CH2:9][CH2:8][NH:7][C:6]=2[N:5]=[CH:4][N:3]=1.[Cl:17][C:18]1[CH:19]=[C:20]([CH:22]=[CH:23][C:24]=1[C:25]([N:27]1[CH2:32][CH2:31][CH2:30][CH:29]([C:33]([F:36])([F:35])[F:34])[CH2:28]1)=[O:26])[NH2:21].[Cl-].[NH+]1C=CC=CC=1.C(=O)([O-])O.[Na+], predict the reaction product. The product is: [F:35][C:33]([F:34])([F:36])[CH:29]1[CH2:30][CH2:31][CH2:32][N:27]([C:25]([C:24]2[CH:23]=[CH:22][C:20]([NH:21][C:2]3[C:12]4[CH:11]=[C:10]([C:13]([O:15][CH3:16])=[O:14])[CH2:9][CH2:8][NH:7][C:6]=4[N:5]=[CH:4][N:3]=3)=[CH:19][C:18]=2[Cl:17])=[O:26])[CH2:28]1.